This data is from Reaction yield outcomes from USPTO patents with 853,638 reactions. The task is: Predict the reaction yield, written as a fraction of the theoretical maximum amount of product (1.0 means a 100% yield; for example, 0.34 means a 34% yield). (1) The reactants are [Cl:1][C:2]1[CH:3]=[CH:4][C:5]([N+:11]([O-])=O)=[C:6]([CH:10]=1)[C:7]([OH:9])=[O:8]. The catalyst is C(O)C.[Ni]. The product is [NH2:11][C:5]1[CH:4]=[CH:3][C:2]([Cl:1])=[CH:10][C:6]=1[C:7]([OH:9])=[O:8]. The yield is 0.960. (2) The reactants are C(Cl)(=O)C(Cl)=O.[CH:7]([C:9]1[CH:10]=[C:11]([CH:15]=[CH:16][CH:17]=1)[C:12]([OH:14])=O)=[CH2:8].C(C1C=C(C=CC=1)C(Cl)=O)=C.[F:29][C:30]1[CH:31]=[C:32]([C:37](=[O:48])[CH:38]=[C:39]2[NH:43][C:42]3[CH:44]=[CH:45][CH:46]=[CH:47][C:41]=3[NH:40]2)[CH:33]=[C:34]([F:36])[CH:35]=1.C(=O)(O)[O-].[Na+]. The catalyst is COCCOCCOC.O.CN(C=O)C.C(Cl)Cl. The product is [F:29][C:30]1[CH:31]=[C:32]([C:37](=[O:48])[C:38](=[C:39]2[NH:40][C:41]3[CH:47]=[CH:46][CH:45]=[CH:44][C:42]=3[NH:43]2)[C:12]([C:11]2[CH:15]=[CH:16][CH:17]=[C:9]([CH:7]=[CH2:8])[CH:10]=2)=[O:14])[CH:33]=[C:34]([F:36])[CH:35]=1. The yield is 0.680. (3) The reactants are [CH3:1][O:2][C:3]1[CH:8]=[CH:7][C:6]([CH2:9][CH2:10][CH2:11]O)=[CH:5][CH:4]=1.P(Br)(Br)[Br:14]. The catalyst is C1(C)C=CC=CC=1. The product is [CH3:1][O:2][C:3]1[CH:8]=[CH:7][C:6]([CH2:9][CH2:10][CH2:11][Br:14])=[CH:5][CH:4]=1. The yield is 0.610. (4) The reactants are C1(P(N=[N+]=[N-])(C2C=CC=CC=2)=[O:8])C=CC=CC=1.[C:18]1([C:24]2[N:25]=[C:26]3[CH:31]=[C:30](C(O)=O)[CH:29]=[CH:28][N:27]3[CH:35]=2)[CH:23]=[CH:22][CH:21]=[CH:20][CH:19]=1.C([N:38]([CH2:41]C)CC)C.[C:43]([OH:47])([CH3:46])([CH3:45])[CH3:44]. The catalyst is C(OCC)(=O)C. The product is [C:43]([O:47][C:41](=[O:8])[NH:38][C:30]1[CH:29]=[CH:28][N:27]2[CH:35]=[C:24]([C:18]3[CH:19]=[CH:20][CH:21]=[CH:22][CH:23]=3)[N:25]=[C:26]2[CH:31]=1)([CH3:46])([CH3:45])[CH3:44]. The yield is 0.550.